Dataset: Reaction yield outcomes from USPTO patents with 853,638 reactions. Task: Predict the reaction yield, written as a fraction of the theoretical maximum amount of product (1.0 means a 100% yield; for example, 0.34 means a 34% yield). (1) The reactants are Cl[C:2]1[CH:7]=[CH:6][CH:5]=[CH:4][C:3]=1[N+:8]([O-:10])=[O:9].C(=O)([O-])[O-].[Na+].[Na+].O.[C:18]1(B2OC(C)(C)C(C)(C)O2)[CH2:22][CH2:21][CH2:20][CH:19]=1. The catalyst is Cl[Pd](Cl)([P](C1C=CC=CC=1)(C1C=CC=CC=1)C1C=CC=CC=1)[P](C1C=CC=CC=1)(C1C=CC=CC=1)C1C=CC=CC=1.O1CCOCC1. The product is [C:18]1([C:2]2[CH:7]=[CH:6][CH:5]=[CH:4][C:3]=2[N+:8]([O-:10])=[O:9])[CH2:22][CH2:21][CH2:20][CH:19]=1. The yield is 0.930. (2) The catalyst is C1COCC1. The product is [Cl:27][C:23]1[CH:22]=[C:21]([C:18]2[O:19][N:20]=[C:16]3[CH:15]=[CH:14][C:13]([CH:34]([C:33]4[CH:36]=[CH:37][C:30]([CH3:29])=[CH:31][CH:32]=4)[OH:35])=[CH:28][C:17]=23)[CH:26]=[CH:25][CH:24]=1. The yield is 0.383. The reactants are [Li]CCCC.CCCCCC.Br[C:13]1[CH:14]=[CH:15][C:16]2[C:17]([CH:28]=1)=[C:18]([C:21]1[CH:26]=[CH:25][CH:24]=[C:23]([Cl:27])[CH:22]=1)[O:19][N:20]=2.[CH3:29][C:30]1[CH:37]=[CH:36][C:33]([CH:34]=[O:35])=[CH:32][CH:31]=1. (3) The catalyst is ClCCl. The yield is 0.570. The product is [Cl:8][C:9]1[CH:14]=[C:13]([Cl:15])[CH:12]=[CH:11][C:10]=1[C@H:16]([N:18]1[C:26]2[C:21](=[CH:22][CH:23]=[C:24]([N:27]3[CH2:28][CH2:29][N:30]([C:33]([C@H:35]4[CH2:39][CH2:38][CH2:37][NH:36]4)=[O:34])[CH2:31][CH2:32]3)[CH:25]=2)[CH:20]=[N:19]1)[CH3:17]. The reactants are FC(F)(F)C(O)=O.[Cl:8][C:9]1[CH:14]=[C:13]([Cl:15])[CH:12]=[CH:11][C:10]=1[C@H:16]([N:18]1[C:26]2[C:21](=[CH:22][CH:23]=[C:24]([N:27]3[CH2:32][CH2:31][N:30]([C:33]([C@H:35]4[CH2:39][CH2:38][CH2:37][N:36]4C(OC(C)(C)C)=O)=[O:34])[CH2:29][CH2:28]3)[CH:25]=2)[CH:20]=[N:19]1)[CH3:17].